This data is from Catalyst prediction with 721,799 reactions and 888 catalyst types from USPTO. The task is: Predict which catalyst facilitates the given reaction. (1) Reactant: [NH2:1][C:2]1[CH:23]=[CH:22][C:5]2[N:6]([C:10]3[S:11][C:12]4[C:18](=[O:19])[CH2:17][C:16]([CH3:21])([CH3:20])[CH2:15][C:13]=4[N:14]=3)[CH2:7][CH2:8][O:9][C:4]=2[CH:3]=1.[C:24]1([S:30](Cl)(=[O:32])=[O:31])[CH:29]=[CH:28][CH:27]=[CH:26][CH:25]=1.N1C=CC=CC=1. Product: [CH3:21][C:16]1([CH3:20])[CH2:15][C:13]2[N:14]=[C:10]([N:6]3[C:5]4[CH:22]=[CH:23][C:2]([NH:1][S:30]([C:24]5[CH:29]=[CH:28][CH:27]=[CH:26][CH:25]=5)(=[O:32])=[O:31])=[CH:3][C:4]=4[O:9][CH2:8][CH2:7]3)[S:11][C:12]=2[C:18](=[O:19])[CH2:17]1. The catalyst class is: 2. (2) Reactant: [NH2:1][OH:2].[F:3][C:4]1[CH:25]=[C:24]([S:26]([CH3:29])(=[O:28])=[O:27])[C:23]([F:30])=[CH:22][C:5]=1[O:6][C@H:7]1[CH2:12][CH2:11][CH2:10][N:9]([CH:13]2[CH2:18][CH2:17][N:16]([C:19]#[N:20])[CH2:15][CH2:14]2)[C:8]1=[O:21]. Product: [F:3][C:4]1[CH:25]=[C:24]([S:26]([CH3:29])(=[O:28])=[O:27])[C:23]([F:30])=[CH:22][C:5]=1[O:6][C@H:7]1[CH2:12][CH2:11][CH2:10][N:9]([CH:13]2[CH2:14][CH2:15][N:16](/[C:19](=[N:1]/[OH:2])/[NH2:20])[CH2:17][CH2:18]2)[C:8]1=[O:21]. The catalyst class is: 1. (3) Reactant: [NH2:1][C:2]1[CH:3]=[C:4]2[C:20](=[O:21])[NH:19][N:18]=[CH:17][C:6]3=[C:7]([C:11]4[CH:16]=[CH:15][CH:14]=[CH:13][CH:12]=4)[NH:8][C:9]([CH:10]=1)=[C:5]23.[C:22]([O:26][C:27]([N:29]1[CH2:34][CH2:33][CH:32]([CH2:35][CH2:36][C:37](O)=[O:38])[CH2:31][CH2:30]1)=[O:28])([CH3:25])([CH3:24])[CH3:23].C(N(CC)CC)C.F[P-](F)(F)(F)(F)F.N1(OC(N(C)C)=[N+](C)C)C2N=CC=CC=2N=N1. Product: [C:22]([O:26][C:27]([N:29]1[CH2:34][CH2:33][CH:32]([CH2:35][CH2:36][C:37](=[O:38])[NH:1][C:2]2[CH:3]=[C:4]3[C:20](=[O:21])[NH:19][N:18]=[CH:17][C:6]4=[C:7]([C:11]5[CH:12]=[CH:13][CH:14]=[CH:15][CH:16]=5)[NH:8][C:9]([CH:10]=2)=[C:5]34)[CH2:31][CH2:30]1)=[O:28])([CH3:25])([CH3:24])[CH3:23]. The catalyst class is: 306. (4) Reactant: [I:1][C:2]1[CH:11]=[CH:10][C:9]([OH:12])=[C:8]2[C:3]=1[CH:4]=[CH:5][CH:6]=[N:7]2.C(=O)([O-])[O-].[K+].[K+].[CH3:19][O:20][C:21]1[CH:28]=[CH:27][C:24]([CH2:25]Cl)=[CH:23][CH:22]=1. Product: [I:1][C:2]1[CH:11]=[CH:10][C:9]([O:12][CH2:25][C:24]2[CH:27]=[CH:28][C:21]([O:20][CH3:19])=[CH:22][CH:23]=2)=[C:8]2[C:3]=1[CH:4]=[CH:5][CH:6]=[N:7]2. The catalyst class is: 10. (5) Reactant: [CH3:1][N:2]1[CH2:7][CH2:6][C:5](=O)[CH2:4][CH:3]1[CH3:9].[C-:10]#[N:11].[Na+].[NH4+:13].[Cl-]. Product: [NH2:13][C:5]1([C:10]#[N:11])[CH2:6][CH2:7][N:2]([CH3:1])[CH:3]([CH3:9])[CH2:4]1. The catalyst class is: 547.